This data is from Forward reaction prediction with 1.9M reactions from USPTO patents (1976-2016). The task is: Predict the product of the given reaction. (1) Given the reactants C[O:2][C:3]([C:5]1[C:6]([C:15]2[C:23]3[C:18](=[CH:19][C:20]([F:24])=[CH:21][CH:22]=3)[NH:17][CH:16]=2)=[CH:7][C:8]2[O:12][C:11]([CH3:13])=[N:10][C:9]=2[CH:14]=1)=O.[H-].C([Al+]CC(C)C)C(C)C, predict the reaction product. The product is: [F:24][C:20]1[CH:19]=[C:18]2[C:23]([C:15]([C:6]3[C:5]([CH2:3][OH:2])=[CH:14][C:9]4[N:10]=[C:11]([CH3:13])[O:12][C:8]=4[CH:7]=3)=[CH:16][NH:17]2)=[CH:22][CH:21]=1. (2) Given the reactants [Br:1][CH2:2][C:3]1[CH:8]=[CH:7][C:6]([S:9](Cl)(=[O:11])=[O:10])=[CH:5][CH:4]=1.C(N(CC)CC)C.[NH:20]1[CH2:25][CH2:24][O:23][CH2:22][CH2:21]1, predict the reaction product. The product is: [Br:1][CH2:2][C:3]1[CH:8]=[CH:7][C:6]([S:9]([N:20]2[CH2:25][CH2:24][O:23][CH2:22][CH2:21]2)(=[O:11])=[O:10])=[CH:5][CH:4]=1. (3) Given the reactants [C:1]([O:5][C:6](=[O:22])[NH:7][C:8]1[CH:13]=[CH:12][C:11]([C:14]2[O:15][CH:16]=[CH:17][CH:18]=2)=[CH:10][C:9]=1[N+:19]([O-])=O)([CH3:4])([CH3:3])[CH3:2], predict the reaction product. The product is: [C:1]([O:5][C:6](=[O:22])[NH:7][C:8]1[CH:13]=[CH:12][C:11]([C:14]2[O:15][CH:16]=[CH:17][CH:18]=2)=[CH:10][C:9]=1[NH2:19])([CH3:4])([CH3:2])[CH3:3]. (4) The product is: [N:11]1([C:16]2[CH:17]=[C:18]([NH:22][C:23]3[S:24][C:2]([C:5]4[CH:10]=[CH:9][CH:8]=[CH:7][CH:6]=4)=[CH:3][N:25]=3)[CH:19]=[CH:20][CH:21]=2)[CH:15]=[CH:14][N:13]=[CH:12]1. Given the reactants Br[CH:2]([C:5]1[CH:10]=[CH:9][CH:8]=[CH:7][CH:6]=1)[CH:3]=O.[N:11]1([C:16]2[CH:17]=[C:18]([NH:22][C:23]([NH2:25])=[S:24])[CH:19]=[CH:20][CH:21]=2)[CH:15]=[CH:14][N:13]=[CH:12]1.C(OCC)(=O)C.C(=O)([O-])[O-].[K+].[K+], predict the reaction product. (5) Given the reactants [C:1]([NH:5][C:6]1[CH:11]=[CH:10][C:9]([N+:12]([O-:14])=[O:13])=[CH:8][CH:7]=1)([CH3:4])([CH3:3])[CH3:2].[H-].[Na+].[CH2:17](I)[CH3:18], predict the reaction product. The product is: [C:1]([N:5]([CH2:17][CH3:18])[C:6]1[CH:11]=[CH:10][C:9]([N+:12]([O-:14])=[O:13])=[CH:8][CH:7]=1)([CH3:4])([CH3:2])[CH3:3]. (6) Given the reactants [Cl:1][C:2]1[CH:7]=[CH:6][C:5]([C@@:8]2([OH:23])[CH2:13][CH2:12][N:11](C(OC(C)(C)C)=O)[CH2:10][C@@:9]2([OH:22])[CH3:21])=[CH:4][CH:3]=1.O1CCOCC1, predict the reaction product. The product is: [ClH:1].[Cl:1][C:2]1[CH:7]=[CH:6][C:5]([C@@:8]2([OH:23])[CH2:13][CH2:12][NH:11][CH2:10][C@:9]2([CH3:21])[OH:22])=[CH:4][CH:3]=1. (7) Given the reactants [CH3:1][O-:2].[Na+].Br[C:5]1[N:6]([CH:21]2[CH2:26][CH2:25][CH2:24][CH2:23][O:22]2)[C:7]2[C:12]([N:13]=1)=[C:11]([NH2:14])[N:10]=[C:9]([NH:15][C@H:16]([CH3:20])[CH2:17][CH2:18][CH3:19])[N:8]=2, predict the reaction product. The product is: [CH3:20][C@@H:16]([NH:15][C:9]1[N:8]=[C:7]2[C:12]([N:13]=[C:5]([O:2][CH3:1])[N:6]2[CH:21]2[CH2:26][CH2:25][CH2:24][CH2:23][O:22]2)=[C:11]([NH2:14])[N:10]=1)[CH2:17][CH2:18][CH3:19]. (8) The product is: [C:31]([CH2:30][C:3]1([C:7]([O:9][CH2:10][CH3:11])=[O:8])[CH2:4][CH2:5][CH2:6][N:1]([C:12]([O:14][C:15]([CH3:17])([CH3:16])[CH3:18])=[O:13])[CH2:2]1)#[N:32]. Given the reactants [N:1]1([C:12]([O:14][C:15]([CH3:18])([CH3:17])[CH3:16])=[O:13])[CH2:6][CH2:5][CH2:4][CH:3]([C:7]([O:9][CH2:10][CH3:11])=[O:8])[CH2:2]1.C[Si]([N-][Si](C)(C)C)(C)C.[Li+].Br[CH2:30][C:31]#[N:32], predict the reaction product. (9) Given the reactants [H-].[Li+].[Al+3].[H-].[H-].[H-].[CH2:7]([N:10]1[N:14]=[C:13]([C:15](OC)=[O:16])[CH:12]=[N:11]1)[CH2:8][CH3:9].S([O-])([O-])(=O)=S.[Na+].[Na+], predict the reaction product. The product is: [OH:16][CH2:15][C:13]1[CH:12]=[N:11][N:10]([CH2:7][CH2:8][CH3:9])[N:14]=1. (10) Given the reactants FC1C=C2C(C(I)=CN2S(C2C=CC=CC=2)(=O)=O)=CC=1.[CH3:21][N:22]1[C:26]([C:27]([F:30])([F:29])[F:28])=[C:25]([C:31]2[C:39]3[C:34](=[CH:35][CH:36]=[CH:37][CH:38]=3)[N:33](S(C3C=CC=CC=3)(=O)=O)[CH:32]=2)[CH:24]=[N:23]1, predict the reaction product. The product is: [CH3:21][N:22]1[C:26]([C:27]([F:29])([F:30])[F:28])=[C:25]([C:31]2[C:39]3[C:34](=[CH:35][CH:36]=[CH:37][CH:38]=3)[NH:33][CH:32]=2)[CH:24]=[N:23]1.